Dataset: Forward reaction prediction with 1.9M reactions from USPTO patents (1976-2016). Task: Predict the product of the given reaction. Given the reactants [Br:1][C:2]1[C:3]([N:21]=[CH:22][NH:23]O)=[N:4][C:5]([N:8]2[CH2:13][CH2:12][N:11](C(OC(C)(C)C)=O)[CH2:10][CH2:9]2)=[N:6][CH:7]=1, predict the reaction product. The product is: [Br:1][C:2]1[C:3]2[N:4]([N:23]=[CH:22][N:21]=2)[C:5]([N:8]2[CH2:13][CH2:12][NH:11][CH2:10][CH2:9]2)=[N:6][CH:7]=1.